This data is from Forward reaction prediction with 1.9M reactions from USPTO patents (1976-2016). The task is: Predict the product of the given reaction. (1) The product is: [CH2:22]([O:1][C:2]1[CH:3]=[C:4]2[C:9](=[CH:10][C:11]=1[O:12][CH3:13])[N:8]=[CH:7][NH:6][C:5]2=[O:14])[CH3:23]. Given the reactants [OH:1][C:2]1[CH:3]=[C:4]2[C:9](=[CH:10][C:11]=1[O:12][CH3:13])[N:8]=[CH:7][NH:6][C:5]2=[O:14].C([O-])([O-])=O.[Cs+].[Cs+].Br[CH2:22][CH3:23], predict the reaction product. (2) Given the reactants [F:1][C:2]1[CH:3]=[C:4](B(O)O)[CH:5]=[CH:6][CH:7]=1.COC1C=CC=C(OC)C=1C1C=CC=CC=1P(C1CCCCC1)C1CCCCC1.C(=O)([O-])[O-].[K+].[K+].Cl[C:47]1[C:52]([NH2:53])=[CH:51][CH:50]=[C:49]([CH3:54])[N:48]=1, predict the reaction product. The product is: [F:1][C:2]1[CH:3]=[C:4]([C:47]2[C:52]([NH2:53])=[CH:51][CH:50]=[C:49]([CH3:54])[N:48]=2)[CH:5]=[CH:6][CH:7]=1. (3) Given the reactants CS(C1C=CC(N2CCCC2)=C(C=1)C(O)=O)(=O)=O.Cl[C:20]1[CH:28]=[CH:27][C:26]([S:29]([CH2:32][CH3:33])(=[O:31])=[O:30])=[CH:25][C:21]=1[C:22]([OH:24])=[O:23].[NH:34]1[CH2:39][CH2:38][O:37][CH2:36][CH2:35]1, predict the reaction product. The product is: [CH2:32]([S:29]([C:26]1[CH:27]=[CH:28][C:20]([N:34]2[CH2:39][CH2:38][O:37][CH2:36][CH2:35]2)=[C:21]([CH:25]=1)[C:22]([OH:24])=[O:23])(=[O:31])=[O:30])[CH3:33]. (4) Given the reactants [CH3:1][O:2][N:3]([CH3:25])[C:4](=[O:24])[CH2:5][CH2:6][CH2:7][N:8]1[C:20]2[C:19]3[CH:18]=[CH:17][CH:16]=[CH:15][C:14]=3[N:13]=[CH:12][C:11]=2[N:10]=[C:9]1[CH2:21][CH2:22][CH3:23].C1C=C(Cl)C=C(C(OO)=[O:34])C=1, predict the reaction product. The product is: [CH3:1][O:2][N:3]([CH3:25])[C:4](=[O:24])[CH2:5][CH2:6][CH2:7][N:8]1[C:20]2[C:19]3[CH:18]=[CH:17][CH:16]=[CH:15][C:14]=3[N+:13]([O-:34])=[CH:12][C:11]=2[N:10]=[C:9]1[CH2:21][CH2:22][CH3:23]. (5) Given the reactants [C:1]1([C@H:7]2[CH2:12][CH2:11][C@H:10]([NH2:13])[CH2:9][CH2:8]2)[CH:6]=[CH:5][CH:4]=[CH:3][CH:2]=1.[C:14]([C:16]1[CH:21]=[CH:20][C:19]([CH2:22][C:23](O)=[O:24])=[CH:18][CH:17]=1)#[N:15].F[P-](F)(F)(F)(F)F.CN(C(N(C)C)=[N+]1C2C(=NC=CC=2)[N+]([O-])=N1)C, predict the reaction product. The product is: [C:14]([C:16]1[CH:21]=[CH:20][C:19]([CH2:22][C:23]([NH:13][C@H:10]2[CH2:9][CH2:8][C@H:7]([C:1]3[CH:6]=[CH:5][CH:4]=[CH:3][CH:2]=3)[CH2:12][CH2:11]2)=[O:24])=[CH:18][CH:17]=1)#[N:15].